From a dataset of Forward reaction prediction with 1.9M reactions from USPTO patents (1976-2016). Predict the product of the given reaction. (1) Given the reactants [H-].[Al+3].[Li+].[H-].[H-].[H-].Cl.[NH2:8][C@H:9]([C:16]1[CH:21]=[CH:20][CH:19]=[CH:18][CH:17]=1)[CH2:10][C:11](OCC)=[O:12].O, predict the reaction product. The product is: [NH2:8][C@H:9]([C:16]1[CH:21]=[CH:20][CH:19]=[CH:18][CH:17]=1)[CH2:10][CH2:11][OH:12]. (2) Given the reactants CN([C:4]([O:8][N:9]1N=NC2C=CC=N[C:10]1=2)=[N+](C)C)C.F[P-](F)(F)(F)(F)F.[C:25]([NH:29][C:30]1[CH:35]=[C:34]([C:36]2[CH:41]=[CH:40][CH:39]=[CH:38][CH:37]=2)[N:33]=[C:32]([NH:42][C:43]2[CH:48]=[CH:47][C:46]([C:49]3([C:53]([OH:55])=O)[CH2:52][CH2:51][CH2:50]3)=[CH:45][CH:44]=2)[N:31]=1)([CH3:28])([CH3:27])[CH3:26].CCN(C(C)C)C(C)C.Cl.CNOC, predict the reaction product. The product is: [CH3:4][O:8][N:9]([CH3:10])[C:53]([C:49]1([C:46]2[CH:45]=[CH:44][C:43]([NH:42][C:32]3[N:31]=[C:30]([NH:29][C:25]([CH3:27])([CH3:26])[CH3:28])[CH:35]=[C:34]([C:36]4[CH:37]=[CH:38][CH:39]=[CH:40][CH:41]=4)[N:33]=3)=[CH:48][CH:47]=2)[CH2:52][CH2:51][CH2:50]1)=[O:55]. (3) Given the reactants [F:1][C:2]1[CH:3]=[CH:4][C:5]([NH:14][C:15]2[C:16]3[C:23]([CH3:24])=[C:22]([C:25]([O:27][CH3:28])=[O:26])[S:21][C:17]=3[N:18]=[CH:19][N:20]=2)=[C:6]([CH:13]=1)[O:7][CH:8]([CH3:12])[C:9](O)=[O:10].[CH3:29][N:30]([CH3:34])[CH2:31][CH2:32][NH2:33], predict the reaction product. The product is: [CH3:29][N:30]([CH3:34])[CH2:31][CH2:32][NH:33][C:9](=[O:10])[CH:8]([O:7][C:6]1[CH:13]=[C:2]([F:1])[CH:3]=[CH:4][C:5]=1[NH:14][C:15]1[C:16]2[C:23]([CH3:24])=[C:22]([C:25]([O:27][CH3:28])=[O:26])[S:21][C:17]=2[N:18]=[CH:19][N:20]=1)[CH3:12].